Task: Predict the reactants needed to synthesize the given product.. Dataset: Full USPTO retrosynthesis dataset with 1.9M reactions from patents (1976-2016) (1) Given the product [CH3:1][O:2][C:3]([C:5]1[C:6]([OH:24])=[C:7]2[C:12](=[CH:13][N:14]=1)[N:11]([CH2:15][C:16]1[CH:21]=[CH:20][CH:19]=[CH:18][CH:17]=1)[C:10](=[O:22])[C:9]([C:30]1[CH:31]=[CH:32][C:27]([O:26][CH3:25])=[CH:28][CH:29]=1)=[CH:8]2)=[O:4], predict the reactants needed to synthesize it. The reactants are: [CH3:1][O:2][C:3]([C:5]1[C:6]([OH:24])=[C:7]2[C:12](=[CH:13][N:14]=1)[N:11]([CH2:15][C:16]1[CH:21]=[CH:20][CH:19]=[CH:18][CH:17]=1)[C:10](=[O:22])[C:9](Br)=[CH:8]2)=[O:4].[CH3:25][O:26][C:27]1[CH:32]=[CH:31][C:30](B(O)O)=[CH:29][CH:28]=1.[O-]P([O-])([O-])=O.[K+].[K+].[K+].COC1C=CC=C(OC)C=1C1C=CC=CC=1P(C1CCCCC1)C1CCCCC1.Cl. (2) The reactants are: Br[C:2]1[CH:3]=[CH:4][C:5]([C:8]2([C:18]#[N:19])[CH2:17][CH2:16][C:11]3([O:15][CH2:14][CH2:13][O:12]3)[CH2:10][CH2:9]2)=[N:6][CH:7]=1.BrC1C=CC(C2CCOCC2)=[N:25]C=1. Given the product [NH2:25][C:2]1[CH:3]=[CH:4][C:5]([C:8]2([C:18]#[N:19])[CH2:17][CH2:16][C:11]3([O:15][CH2:14][CH2:13][O:12]3)[CH2:10][CH2:9]2)=[N:6][CH:7]=1, predict the reactants needed to synthesize it. (3) Given the product [CH2:8]([O:15][C:16](=[O:37])[CH2:17][C@@H:18]([N:36]1[CH:42]=[CH:43][C:44]([C:45]2[CH:50]=[CH:49][C:48]([C:51]3[CH:52]=[CH:53][C:54]([C:57]#[N:58])=[CH:55][CH:56]=3)=[CH:47][CH:46]=2)=[CH:40]1)[C:19]([NH:21][C@H:22]([C:27](=[O:35])[NH:28][C:29]1[CH:34]=[CH:33][N:32]=[CH:31][CH:30]=1)[C:23]([CH3:26])([CH3:25])[CH3:24])=[O:20])[C:9]1[CH:10]=[CH:11][CH:12]=[CH:13][CH:14]=1, predict the reactants needed to synthesize it. The reactants are: FC(F)(F)C(O)=O.[CH2:8]([O:15][C:16](=[O:37])[CH2:17][C@@H:18]([NH2:36])[C:19]([NH:21][C@H:22]([C:27](=[O:35])[NH:28][C:29]1[CH:34]=[CH:33][N:32]=[CH:31][CH:30]=1)[C:23]([CH3:26])([CH3:25])[CH3:24])=[O:20])[C:9]1[CH:14]=[CH:13][CH:12]=[CH:11][CH:10]=1.CO[CH:40]1[CH:44]([C:45]2[CH:50]=[CH:49][C:48]([C:51]3[CH:56]=[CH:55][C:54]([C:57]#[N:58])=[CH:53][CH:52]=3)=[CH:47][CH:46]=2)[CH2:43][CH:42](OC)O1. (4) Given the product [Br:8][C:9]1[CH:10]=[C:11]2[C:12]3([O:4][N:3]([CH3:2])[C:20]([NH2:21])=[N:19]3)[CH2:13][CH2:14][O:23][C:22]2=[CH:17][CH:18]=1, predict the reactants needed to synthesize it. The reactants are: Cl.[CH3:2][NH:3][OH:4].CO[Na].[Br:8][C:9]1[CH:10]=[C:11]2C(=[CH:17][CH:18]=1)O[CH2:14][CH2:13][C:12]2=[N:19][C:20]#[N:21].[CH3:22][OH:23]. (5) Given the product [F:9][CH:8]([F:10])[C:7]1[C:2]([CH2:25][NH:26][C:27](=[O:33])[O:28][C:29]([CH3:32])([CH3:31])[CH3:30])=[CH:3][C:4]([C:11]2[CH:12]=[N:13][C:14]([C:17]([F:20])([F:19])[F:18])=[N:15][CH:16]=2)=[CH:5][N:6]=1, predict the reactants needed to synthesize it. The reactants are: Cl[C:2]1[CH:3]=[C:4]([C:11]2[CH:12]=[N:13][C:14]([C:17]([F:20])([F:19])[F:18])=[N:15][CH:16]=2)[CH:5]=[N:6][C:7]=1[CH:8]([F:10])[F:9].F[B-]([CH2:25][NH:26][C:27](=[O:33])[O:28][C:29]([CH3:32])([CH3:31])[CH3:30])(F)F.[K+].COC1C=CC=C(OC)C=1C1C=CC=CC=1P(C1CCCCC1)C1CCCCC1.C([O-])([O-])=O.[Cs+].[Cs+]. (6) Given the product [CH2:12]1[CH:13]2[C:6]3[C:7]([CH:11]1[CH2:16][NH:15][CH2:14]2)=[CH:8][C:9]1[C:4](=[N:3][CH:2]=[CH:1][N:10]=1)[CH:5]=3.[ClH:17], predict the reactants needed to synthesize it. The reactants are: [CH:1]1[CH:2]=[N:3][C:4]2[C:9]([N:10]=1)=[CH:8][C:7]1[CH:11]3[CH2:16][NH:15][CH2:14][CH:13]([C:6]=1[CH:5]=2)[CH2:12]3.[ClH:17]. (7) Given the product [CH2:11]([O:10][C:8]([C:7]1([C:4]2[S:5][CH:6]=[C:2]([CH3:1])[N:3]=2)[CH2:15][CH2:14]1)=[O:9])[CH3:12], predict the reactants needed to synthesize it. The reactants are: [CH3:1][C:2]1[N:3]=[C:4]([CH2:7][C:8]([O:10][CH2:11][CH3:12])=[O:9])[S:5][CH:6]=1.Br[CH2:14][CH2:15]Br.C([O-])([O-])=O.[Cs+].[Cs+].Cl.